Dataset: Full USPTO retrosynthesis dataset with 1.9M reactions from patents (1976-2016). Task: Predict the reactants needed to synthesize the given product. (1) Given the product [I:1][C:2]1[CH:7]=[CH:6][C:5]([C:8]2([CH2:11][N:13]3[CH2:17][CH2:16][CH2:15][CH2:14]3)[CH2:10][CH2:9]2)=[CH:4][CH:3]=1, predict the reactants needed to synthesize it. The reactants are: [I:1][C:2]1[CH:7]=[CH:6][C:5]([C:8]2([CH:11]=O)[CH2:10][CH2:9]2)=[CH:4][CH:3]=1.[NH:13]1[CH2:17][CH2:16][CH2:15][CH2:14]1.[BH-](OC(C)=O)(OC(C)=O)OC(C)=O.[Na+].O. (2) Given the product [Br:1][C:2]1[N:7]=[CH:6][C:5]2[C:8]([C:15]([NH:57][CH:54]3[CH2:55][CH2:56][O:51][CH2:52][CH2:53]3)=[O:17])=[CH:9][N:10]([CH:11]([CH2:13][CH3:14])[CH3:12])[C:4]=2[CH:3]=1, predict the reactants needed to synthesize it. The reactants are: [Br:1][C:2]1[N:7]=[CH:6][C:5]2[C:8]([C:15]([OH:17])=O)=[CH:9][N:10]([CH:11]([CH2:13][CH3:14])[CH3:12])[C:4]=2[CH:3]=1.C(N(CC)C(C)C)(C)C.F[P-](F)(F)(F)(F)F.N1(OC(N(C)C)=[N+](C)C)C2C=CC=CC=2N=N1.[O:51]1[CH2:56][CH2:55][CH:54]([NH2:57])[CH2:53][CH2:52]1. (3) Given the product [CH:1]1([C:7]2[CH:15]=[CH:14][C:10]([C:11]([NH2:13])=[O:12])=[CH:9][C:8]=2[C:16]([F:17])([F:18])[F:19])[CH2:2][CH2:3][CH2:4][CH2:5][CH2:6]1, predict the reactants needed to synthesize it. The reactants are: [C:1]1([C:7]2[CH:15]=[CH:14][C:10]([C:11]([NH2:13])=[O:12])=[CH:9][C:8]=2[C:16]([F:19])([F:18])[F:17])[CH2:6][CH2:5][CH2:4][CH2:3][CH:2]=1. (4) Given the product [O:1]([CH:8]([C:11]1[CH:12]=[CH:13][C:14]([C:15]([OH:17])=[O:16])=[CH:19][CH:20]=1)[CH2:9][CH3:10])[C:2]1[CH:3]=[CH:4][CH:5]=[CH:6][CH:7]=1, predict the reactants needed to synthesize it. The reactants are: [O:1]([CH:8]([C:11]1[CH:20]=[CH:19][C:14]([C:15]([O:17]C)=[O:16])=[CH:13][CH:12]=1)[CH2:9][CH3:10])[C:2]1[CH:7]=[CH:6][CH:5]=[CH:4][CH:3]=1.O1CCCC1.CO.Cl.